Dataset: Peptide-MHC class II binding affinity with 134,281 pairs from IEDB. Task: Regression. Given a peptide amino acid sequence and an MHC pseudo amino acid sequence, predict their binding affinity value. This is MHC class II binding data. (1) The peptide sequence is RQAGVQYSR. The binding affinity (normalized) is 0.516. The MHC is HLA-DQA10301-DQB10301 with pseudo-sequence HLA-DQA10301-DQB10301. (2) The peptide sequence is DVKFGGGGQIVGGVY. The MHC is HLA-DQA10501-DQB10301 with pseudo-sequence HLA-DQA10501-DQB10301. The binding affinity (normalized) is 0.665. (3) The peptide sequence is KLKFNSVIVNPSLNG. The MHC is DRB1_0405 with pseudo-sequence DRB1_0405. The binding affinity (normalized) is 0.936. (4) The peptide sequence is GDTMAEVELREHGSD. The MHC is HLA-DPA10201-DPB10501 with pseudo-sequence HLA-DPA10201-DPB10501. The binding affinity (normalized) is 0. (5) The peptide sequence is SGREVIDAMCHATLT. The MHC is DRB1_1101 with pseudo-sequence DRB1_1101. The binding affinity (normalized) is 0.321.